Dataset: Full USPTO retrosynthesis dataset with 1.9M reactions from patents (1976-2016). Task: Predict the reactants needed to synthesize the given product. (1) Given the product [F:50][C:2]([F:1])([F:49])[C:3]1[CH:4]=[C:5]([CH:42]=[C:43]([C:45]([F:46])([F:47])[F:48])[CH:44]=1)[CH2:6][N:7]([CH2:23][C:24]1[CH:29]=[C:28]([C:30]([F:33])([F:32])[F:31])[CH:27]=[CH:26][C:25]=1[N:34]([C:37]([O:39][CH2:40][CH3:41])=[O:38])[CH2:35][CH3:36])[C:8]1[N:9]=[CH:10][C:11]([O:14][CH2:15][CH2:16][CH2:17][C:18]([OH:20])=[O:19])=[CH:12][N:13]=1, predict the reactants needed to synthesize it. The reactants are: [F:1][C:2]([F:50])([F:49])[C:3]1[CH:4]=[C:5]([CH:42]=[C:43]([C:45]([F:48])([F:47])[F:46])[CH:44]=1)[CH2:6][N:7]([CH2:23][C:24]1[CH:29]=[C:28]([C:30]([F:33])([F:32])[F:31])[CH:27]=[CH:26][C:25]=1[N:34]([C:37]([O:39][CH2:40][CH3:41])=[O:38])[CH2:35][CH3:36])[C:8]1[N:13]=[CH:12][C:11]([O:14][CH2:15][CH2:16][CH2:17][C:18]([O:20]CC)=[O:19])=[CH:10][N:9]=1.[OH-].[Na+]. (2) Given the product [CH2:1]([O:8][C@H:9]1[C@H:15]([O:16][CH2:17][C:18]2[CH:23]=[CH:22][CH:21]=[CH:20][CH:19]=2)[C@@H:14]([O:24][CH2:25][C:26]2[CH:31]=[CH:30][CH:29]=[CH:28][CH:27]=2)[C@:13]2([C:33]3[CH:38]=[CH:37][C:36]([Cl:39])=[C:35]([CH2:40][C:41]4[CH:42]=[CH:43][C:44]([O:47][CH2:48][C:49]([F:52])([F:51])[F:50])=[CH:45][CH:46]=4)[CH:34]=3)[O:32][C@@:10]1([CH:53]([OH:54])[CH3:55])[CH2:11][O:12]2)[C:2]1[CH:3]=[CH:4][CH:5]=[CH:6][CH:7]=1, predict the reactants needed to synthesize it. The reactants are: [CH2:1]([O:8][C@H:9]1[C@H:15]([O:16][CH2:17][C:18]2[CH:23]=[CH:22][CH:21]=[CH:20][CH:19]=2)[C@@H:14]([O:24][CH2:25][C:26]2[CH:31]=[CH:30][CH:29]=[CH:28][CH:27]=2)[C@:13]2([C:33]3[CH:38]=[CH:37][C:36]([Cl:39])=[C:35]([CH2:40][C:41]4[CH:46]=[CH:45][C:44]([O:47][CH2:48][C:49]([F:52])([F:51])[F:50])=[CH:43][CH:42]=4)[CH:34]=3)[O:32][C@@:10]1([CH:53]=[O:54])[CH2:11][O:12]2)[C:2]1[CH:7]=[CH:6][CH:5]=[CH:4][CH:3]=1.[CH3:55][Mg]Br.